Dataset: Full USPTO retrosynthesis dataset with 1.9M reactions from patents (1976-2016). Task: Predict the reactants needed to synthesize the given product. (1) Given the product [F:3][C:4]1[CH:9]=[CH:8][C:7]([C:10]2[C:15](/[CH:16]=[CH:17]/[C@@H:18]([OH:26])[CH2:19][C@@H:20]([OH:25])[CH2:21][C:22]([O-:24])=[O:23])=[C:14]([CH:27]([CH3:29])[CH3:28])[N:13]=[C:12]([N:30]([CH3:35])[S:31]([CH3:34])(=[O:33])=[O:32])[N:11]=2)=[CH:6][CH:5]=1.[Mg+2:43].[F:3][C:4]1[CH:9]=[CH:8][C:7]([C:10]2[C:15](/[CH:16]=[CH:17]/[C@@H:18]([OH:26])[CH2:19][C@@H:20]([OH:25])[CH2:21][C:22]([O-:24])=[O:23])=[C:14]([CH:27]([CH3:29])[CH3:28])[N:13]=[C:12]([N:30]([S:31]([CH3:34])(=[O:33])=[O:32])[CH3:35])[N:11]=2)=[CH:6][CH:5]=1, predict the reactants needed to synthesize it. The reactants are: [OH-].[Na+].[F:3][C:4]1[CH:9]=[CH:8][C:7]([C:10]2[C:15](/[CH:16]=[CH:17]/[C@@H:18]([OH:26])[CH2:19][C@@H:20]([OH:25])[CH2:21][C:22]([O-:24])=[O:23])=[C:14]([CH:27]([CH3:29])[CH3:28])[N:13]=[C:12]([N:30]([CH3:35])[S:31]([CH3:34])(=[O:33])=[O:32])[N:11]=2)=[CH:6][CH:5]=1.C[NH3+].S([O-])([O-])(=O)=O.[Mg+2:43]. (2) Given the product [C:1]([O:5][C:6]([N:8]1[CH2:13][CH2:12][C:11]2([C:21]3[C:16](=[CH:17][CH:18]=[CH:19][CH:20]=3)[C:15](=[O:22])[CH2:14]2)[CH2:10][CH2:9]1)=[O:7])([CH3:4])([CH3:2])[CH3:3], predict the reactants needed to synthesize it. The reactants are: [C:1]([O:5][C:6]([N:8]1[CH2:13][CH2:12][C:11]2([C:21]3[C:16](=[CH:17][CH:18]=[CH:19][CH:20]=3)[CH:15]([OH:22])[CH2:14]2)[CH2:10][CH2:9]1)=[O:7])([CH3:4])([CH3:3])[CH3:2].C[N+]1([O-])CCOCC1. (3) The reactants are: [F:1][C:2]1[CH:3]=[C:4]2[C:10]([C:11]([NH2:13])=O)=[N:9][N:8]([CH2:14][C:15]3[CH:20]=[CH:19][CH:18]=[CH:17][C:16]=3[F:21])[C:5]2=[N:6][CH:7]=1.N1C=CC=CC=1.FC(F)(F)C(OC(=O)C(F)(F)F)=O. Given the product [F:1][C:2]1[CH:3]=[C:4]2[C:10]([C:11]#[N:13])=[N:9][N:8]([CH2:14][C:15]3[CH:20]=[CH:19][CH:18]=[CH:17][C:16]=3[F:21])[C:5]2=[N:6][CH:7]=1, predict the reactants needed to synthesize it. (4) Given the product [CH:23]([NH:22][C:20]1[O:21][C:17]([C:14]2[CH:15]=[C:16]3[C:11](=[CH:12][CH:13]=2)[NH:10][CH:9]=[C:8]3[C:6]2[CH:5]=[CH:4][N:3]=[C:2]([NH:39][CH:36]([CH3:38])[CH3:37])[N:7]=2)=[N:18][N:19]=1)([CH3:25])[CH3:24], predict the reactants needed to synthesize it. The reactants are: Cl[C:2]1[N:7]=[C:6]([C:8]2[C:16]3[C:11](=[CH:12][CH:13]=[C:14]([C:17]4[O:21][C:20]([NH:22][CH:23]([CH3:25])[CH3:24])=[N:19][N:18]=4)[CH:15]=3)[N:10](S(C3C=CC(C)=CC=3)(=O)=O)[CH:9]=2)[CH:5]=[CH:4][N:3]=1.[CH:36]([NH2:39])([CH3:38])[CH3:37].[OH-].[Na+]. (5) Given the product [CH3:20][C:18]1[CH:19]=[C:14]([O:13][CH:11]([C:8]2[S:7][C:6]([C:4]([OH:5])=[O:3])=[CH:10][CH:9]=2)[CH3:12])[CH:15]=[C:16]([CH3:31])[C:17]=1[C:21]1[CH:22]=[CH:23][C:24]([C:27]([F:28])([F:29])[F:30])=[CH:25][CH:26]=1, predict the reactants needed to synthesize it. The reactants are: C([O:3][C:4]([C:6]1[S:7][C:8]([CH:11]([O:13][C:14]2[CH:19]=[C:18]([CH3:20])[C:17]([C:21]3[CH:26]=[CH:25][C:24]([C:27]([F:30])([F:29])[F:28])=[CH:23][CH:22]=3)=[C:16]([CH3:31])[CH:15]=2)[CH3:12])=[CH:9][CH:10]=1)=[O:5])C.[OH-].[Li+].Cl. (6) Given the product [Br:8][C:6]1[CH:5]=[N:4][CH:3]=[C:2]([C:15]2[CH:14]=[CH:13][C:12]([O:11][C:10]([F:9])([F:21])[F:22])=[CH:17][CH:16]=2)[CH:7]=1, predict the reactants needed to synthesize it. The reactants are: Br[C:2]1[CH:3]=[N:4][CH:5]=[C:6]([Br:8])[CH:7]=1.[F:9][C:10]([F:22])([F:21])[O:11][C:12]1[CH:17]=[CH:16][C:15](B(O)O)=[CH:14][CH:13]=1.C(=O)([O-])[O-].[K+].[K+].O1CCOCC1. (7) Given the product [OH:15][C:14]1[C:13]2[C:8](=[CH:9][CH:10]=[CH:11][CH:12]=2)[N:7]([CH3:16])[C:6](=[O:17])[C:5]=1[C:3]([OH:4])=[O:2], predict the reactants needed to synthesize it. The reactants are: C[O:2][C:3]([C:5]1[C:6](=[O:17])[N:7]([CH3:16])[C:8]2[C:13]([C:14]=1[OH:15])=[CH:12][CH:11]=[CH:10][CH:9]=2)=[O:4].